Task: Predict the product of the given reaction.. Dataset: Forward reaction prediction with 1.9M reactions from USPTO patents (1976-2016) Given the reactants [Si:1](Cl)([C:4]([CH3:7])([CH3:6])[CH3:5])([CH3:3])[CH3:2].[Cl:9][C:10]1[CH:15]=[CH:14][C:13]([CH:16]([CH2:19][OH:20])[C:17]#[N:18])=[CH:12][CH:11]=1.N1C=CN=C1, predict the reaction product. The product is: [Si:1]([O:20][CH2:19][CH:16]([C:13]1[CH:12]=[CH:11][C:10]([Cl:9])=[CH:15][CH:14]=1)[C:17]#[N:18])([C:4]([CH3:7])([CH3:6])[CH3:5])([CH3:3])[CH3:2].